Dataset: Retrosynthesis with 50K atom-mapped reactions and 10 reaction types from USPTO. Task: Predict the reactants needed to synthesize the given product. (1) Given the product CC(=O)/N=c1\ccccn-1-c1ccc(-n2cnc(CNC(=O)c3ccc(Cl)s3)c2)cc1, predict the reactants needed to synthesize it. The reactants are: CC(=O)/N=c1\ccccn-1-c1ccc(I)cc1.O=C(NCc1c[nH]cn1)c1ccc(Cl)s1. (2) Given the product CN(CCc1ccc(N)cc1)C(=O)C(F)(F)F, predict the reactants needed to synthesize it. The reactants are: CN(CCc1ccc([N+](=O)[O-])cc1)C(=O)C(F)(F)F. (3) The reactants are: CN1CCN(c2cccc3nc(CO)cn23)CC1. Given the product CN1CCN(c2cccc3nc(C=O)cn23)CC1, predict the reactants needed to synthesize it.